Dataset: Full USPTO retrosynthesis dataset with 1.9M reactions from patents (1976-2016). Task: Predict the reactants needed to synthesize the given product. (1) Given the product [O:1]1[CH2:6][CH2:5][N:4]([CH2:7][CH2:8][CH2:9][N:10]([CH2:26][C:27]2[CH:28]=[CH:29][C:30]([C:31]([OH:33])=[O:32])=[CH:35][CH:36]=2)[C:11]([NH:13][C@H:14]([C:16]2[C:25]3[C:20](=[CH:21][CH:22]=[CH:23][CH:24]=3)[CH:19]=[CH:18][CH:17]=2)[CH3:15])=[O:12])[CH2:3][CH2:2]1, predict the reactants needed to synthesize it. The reactants are: [O:1]1[CH2:6][CH2:5][N:4]([CH2:7][CH2:8][CH2:9][N:10]([CH2:26][C:27]2[CH:36]=[CH:35][C:30]([C:31]([O:33]C)=[O:32])=[CH:29][CH:28]=2)[C:11]([NH:13][C@H:14]([C:16]2[C:25]3[C:20](=[CH:21][CH:22]=[CH:23][CH:24]=3)[CH:19]=[CH:18][CH:17]=2)[CH3:15])=[O:12])[CH2:3][CH2:2]1.[OH-].[Li+].O. (2) Given the product [CH3:5][C:6]([CH3:32])([CH2:7][C:8]([N:33]1[CH2:38][CH2:37][O:36][CH2:35][CH2:34]1)=[O:10])[CH2:11][C:12]([NH:13][C:14]1[CH:19]=[CH:18][C:17]([O:20][C:21](=[O:30])[N:22]([CH3:29])[C:23]2[CH:24]=[CH:25][CH:26]=[CH:27][CH:28]=2)=[N:16][CH:15]=1)=[O:31], predict the reactants needed to synthesize it. The reactants are: S(Cl)(Cl)=O.[CH3:5][C:6]([CH3:32])([CH2:11][C:12](=[O:31])[NH:13][C:14]1[CH:15]=[N:16][C:17]([O:20][C:21](=[O:30])[N:22]([CH3:29])[C:23]2[CH:28]=[CH:27][CH:26]=[CH:25][CH:24]=2)=[CH:18][CH:19]=1)[CH2:7][C:8]([OH:10])=O.[NH:33]1[CH2:38][CH2:37][O:36][CH2:35][CH2:34]1.